This data is from Catalyst prediction with 721,799 reactions and 888 catalyst types from USPTO. The task is: Predict which catalyst facilitates the given reaction. (1) Reactant: Cl.Cl.Cl.[NH2:4][C:5]1[CH:10]=[CH:9][CH:8]=[CH:7][C:6]=1[NH:11][C:12]([C:14]1[CH:15]=[CH:16][C:17]([C:20]2[CH2:21][CH2:22][NH:23][CH2:24][CH:25]=2)=[N:18][CH:19]=1)=[O:13].C(N(CC)CC)C.[CH2:33](Br)[C:34]1[CH:39]=[CH:38][CH:37]=[CH:36][CH:35]=1.[I-].[K+]. Product: [NH2:4][C:5]1[CH:10]=[CH:9][CH:8]=[CH:7][C:6]=1[NH:11][C:12]([C:14]1[CH:15]=[CH:16][C:17]([C:20]2[CH2:21][CH2:22][N:23]([CH2:33][C:34]3[CH:39]=[CH:38][CH:37]=[CH:36][CH:35]=3)[CH2:24][CH:25]=2)=[N:18][CH:19]=1)=[O:13]. The catalyst class is: 9. (2) Reactant: [NH2:1][C:2]1[CH:7]=[CH:6][CH:5]=[CH:4][CH:3]=1.Br[C:9]1[CH:14]=[CH:13][C:12]([C:15]2[CH:20]=[CH:19][CH:18]=[CH:17][CH:16]=2)=[CH:11][CH:10]=1. Product: [C:2]1([NH:1][C:20]2[C:15]([C:12]3[CH:11]=[CH:10][CH:9]=[CH:14][CH:13]=3)=[CH:16][CH:17]=[CH:18][CH:19]=2)[CH:7]=[CH:6][CH:5]=[CH:4][CH:3]=1. The catalyst class is: 164.